This data is from Reaction yield outcomes from USPTO patents with 853,638 reactions. The task is: Predict the reaction yield, written as a fraction of the theoretical maximum amount of product (1.0 means a 100% yield; for example, 0.34 means a 34% yield). (1) The reactants are [CH3:1][O:2][C:3]1[CH:4]=[C:5]2[C:10](=[CH:11][C:12]=1[O:13][CH3:14])[N:9]=[CH:8][CH:7]=[C:6]2[N:15]1[CH2:21][C:20]2[CH:22]=[C:23](Br)[CH:24]=[CH:25][C:19]=2[O:18][CH2:17][CH2:16]1.[NH2:27][C:28]1[CH:33]=[CH:32][C:31](B2OC(C)(C)C(C)(C)O2)=[CH:30][C:29]=1[N+:43]([O-:45])=[O:44].C(=O)([O-])[O-].[K+].[K+].C(OCC)(=O)C. The catalyst is C(COC)OC.C1C=CC(P(C2C=CC=CC=2)[C-]2C=CC=C2)=CC=1.C1C=CC(P(C2C=CC=CC=2)[C-]2C=CC=C2)=CC=1.Cl[Pd]Cl.[Fe+2]. The product is [CH3:1][O:2][C:3]1[CH:4]=[C:5]2[C:10](=[CH:11][C:12]=1[O:13][CH3:14])[N:9]=[CH:8][CH:7]=[C:6]2[N:15]1[CH2:21][C:20]2[CH:22]=[C:23]([C:31]3[CH:32]=[CH:33][C:28]([NH2:27])=[C:29]([N+:43]([O-:45])=[O:44])[CH:30]=3)[CH:24]=[CH:25][C:19]=2[O:18][CH2:17][CH2:16]1. The yield is 0.630. (2) The yield is 0.540. The product is [CH2:34]([N:20]([CH2:18][CH3:19])[CH2:21][CH2:22][NH:23][C:24]([C:26]1[NH:27][C:28]([CH:32]=[C:10]2[C:9]3[C:13](=[CH:14][CH:15]=[CH:16][C:8]=3[C:4]3[CH:5]=[CH:6][CH:7]=[C:2]([Cl:1])[CH:3]=3)[NH:12][C:11]2=[O:17])=[C:29]([CH3:31])[CH:30]=1)=[O:25])[CH3:35]. The reactants are [Cl:1][C:2]1[CH:3]=[C:4]([C:8]2[CH:16]=[CH:15][CH:14]=[C:13]3[C:9]=2[CH2:10][C:11](=[O:17])[NH:12]3)[CH:5]=[CH:6][CH:7]=1.[CH2:18]([N:20]([CH2:34][CH3:35])[CH2:21][CH2:22][NH:23][C:24]([C:26]1[NH:27][C:28]([CH:32]=O)=[C:29]([CH3:31])[CH:30]=1)=[O:25])[CH3:19]. The catalyst is C(O)C.N1CCCCC1.